The task is: Predict the product of the given reaction.. This data is from Forward reaction prediction with 1.9M reactions from USPTO patents (1976-2016). (1) Given the reactants [OH:1][OH:2].[C:3](Cl)(=[O:7])[CH:4]([CH3:6])[CH3:5], predict the reaction product. The product is: [C:3]([O:1][O:2][C:3](=[O:7])[CH:4]([CH3:6])[CH3:5])(=[O:7])[CH:4]([CH3:6])[CH3:5]. (2) Given the reactants [Cl:1][C:2]1[C:11]([Cl:12])=[CH:10][CH:9]=[C:8]2[C:3]=1[CH2:4][CH2:5][N:6]([C:14]1[CH:35]=[CH:34][C:17](/[CH:18]=[CH:19]/[C@H:20]3[CH2:24][O:23][C:22]([CH3:26])([CH3:25])[N:21]3[C:27]([O:29][C:30]([CH3:33])([CH3:32])[CH3:31])=[O:28])=[CH:16][CH:15]=1)[C:7]2=[O:13], predict the reaction product. The product is: [Cl:1][C:2]1[C:11]([Cl:12])=[CH:10][CH:9]=[C:8]2[C:3]=1[CH2:4][CH2:5][N:6]([C:14]1[CH:35]=[CH:34][C:17]([CH2:18][CH2:19][C@H:20]3[CH2:24][O:23][C:22]([CH3:26])([CH3:25])[N:21]3[C:27]([O:29][C:30]([CH3:33])([CH3:32])[CH3:31])=[O:28])=[CH:16][CH:15]=1)[C:7]2=[O:13]. (3) Given the reactants C[O:2][C:3]1[CH:12]=[C:11]2[C:6]([CH:7]=[CH:8][CH:9]=[C:10]2[C:13]#[N:14])=[CH:5][CH:4]=1.Cl.[NH+]1C=CC=CC=1, predict the reaction product. The product is: [OH:2][C:3]1[CH:12]=[C:11]2[C:6]([CH:7]=[CH:8][CH:9]=[C:10]2[C:13]#[N:14])=[CH:5][CH:4]=1.